This data is from Forward reaction prediction with 1.9M reactions from USPTO patents (1976-2016). The task is: Predict the product of the given reaction. Given the reactants CN(C)C=O.[CH2:6]([NH:13][C@H:14]1[C@H:18]([OH:19])[CH2:17][N:16]([C:20]([O:22][C:23]([CH3:26])([CH3:25])[CH3:24])=[O:21])[CH2:15]1)[C:7]1[CH:12]=[CH:11][CH:10]=[CH:9][CH:8]=1.[CH2:27](Br)[C:28]1[CH:33]=[CH:32][CH:31]=[CH:30][CH:29]=1.C(=O)([O-])[O-].[K+].[K+], predict the reaction product. The product is: [CH2:6]([N:13]([CH2:27][C:28]1[CH:33]=[CH:32][CH:31]=[CH:30][CH:29]=1)[C@H:14]1[C@H:18]([OH:19])[CH2:17][N:16]([C:20]([O:22][C:23]([CH3:26])([CH3:25])[CH3:24])=[O:21])[CH2:15]1)[C:7]1[CH:8]=[CH:9][CH:10]=[CH:11][CH:12]=1.